This data is from Full USPTO retrosynthesis dataset with 1.9M reactions from patents (1976-2016). The task is: Predict the reactants needed to synthesize the given product. Given the product [N:8]1([CH:13]2[CH2:30][CH2:29][C:16]3([CH2:21][CH2:20][NH:19][CH2:18][CH2:17]3)[CH2:15][CH2:14]2)[CH:12]=[CH:11][N:10]=[CH:9]1, predict the reactants needed to synthesize it. The reactants are: C(O)(C(F)(F)F)=O.[N:8]1([CH:13]2[CH2:30][CH2:29][C:16]3([CH2:21][CH2:20][N:19](C(OC(C)(C)C)=O)[CH2:18][CH2:17]3)[CH2:15][CH2:14]2)[CH:12]=[CH:11][N:10]=[CH:9]1.